From a dataset of Full USPTO retrosynthesis dataset with 1.9M reactions from patents (1976-2016). Predict the reactants needed to synthesize the given product. (1) Given the product [CH3:1][C@H:2]1[C:3](=[O:4])[NH:5][C:6]2[CH:11]=[CH:10][CH:9]=[CH:8][C:7]=2[C:12]2[CH:17]=[CH:16][N:15]=[C:14]([CH:13]=2)[C@@H:18]([NH:22][C:23](=[O:29])[O:24][C:25]([CH3:28])([CH3:27])[CH3:26])[CH2:19][CH:31]=[CH:30]1, predict the reactants needed to synthesize it. The reactants are: [CH3:1][C@H:2]([CH:30]=[CH2:31])[C:3]([NH:5][C:6]1[CH:11]=[CH:10][CH:9]=[CH:8][C:7]=1[C:12]1[CH:17]=[CH:16][N:15]=[C:14]([C@@H:18]([NH:22][C:23](=[O:29])[O:24][C:25]([CH3:28])([CH3:27])[CH3:26])[CH2:19]C=C)[CH:13]=1)=[O:4].CC1C=CC(S(O)(=O)=O)=CC=1. (2) Given the product [CH2:56]([O:58][P:59]([CH2:64][S:65][CH2:66][C:16]([N:18]1[CH2:23][CH2:22][CH2:21][CH2:20][CH:19]1[C:24]([OH:26])=[O:25])=[O:17])([O:61][CH2:62][CH3:63])=[O:60])[CH3:57], predict the reactants needed to synthesize it. The reactants are: C1C2C(CO[C:16]([N:18]3[CH2:23][CH2:22][CH2:21][CH2:20][CH:19]3[C:24]([OH:26])=[O:25])=[O:17])C3C(=CC=CC=3)C=2C=CC=1.C(Cl)(C1C=CC=CC=1)(C1C=CC=CC=1)C1C=CC=CC=1.CCN(C(C)C)C(C)C.[CH2:56]([O:58][P:59]([CH2:64][S:65][CH2:66]C(O)=O)([O:61][CH2:62][CH3:63])=[O:60])[CH3:57].